From a dataset of Peptide-MHC class I binding affinity with 185,985 pairs from IEDB/IMGT. Regression. Given a peptide amino acid sequence and an MHC pseudo amino acid sequence, predict their binding affinity value. This is MHC class I binding data. (1) The peptide sequence is IHAEFQASL. The MHC is HLA-B18:01 with pseudo-sequence HLA-B18:01. The binding affinity (normalized) is 0.0847. (2) The peptide sequence is CFMYSDFHF. The MHC is HLA-A02:11 with pseudo-sequence HLA-A02:11. The binding affinity (normalized) is 0.553. (3) The peptide sequence is DVNSVQFSI. The MHC is HLA-A68:02 with pseudo-sequence HLA-A68:02. The binding affinity (normalized) is 0.700. (4) The peptide sequence is TTVPWPNASL. The MHC is Mamu-A07 with pseudo-sequence Mamu-A07. The binding affinity (normalized) is 0.